This data is from Forward reaction prediction with 1.9M reactions from USPTO patents (1976-2016). The task is: Predict the product of the given reaction. (1) Given the reactants [CH2:1]([O:3][C:4]1[C:17]([F:18])=[C:16]2[C:7]([C:8]3[CH:9]=[CH:10][C:11]([OH:24])=[C:12]([F:23])[C:13]=3[C:14]([F:22])([F:21])[C:15]2([F:20])[F:19])=[CH:6][CH:5]=1)[CH3:2].C(=O)([O-])[O-].[K+].[K+].Br[C:32]1([C:41](Br)([F:43])[F:42])[CH2:37][CH2:36][CH:35]([CH2:38][CH2:39][CH3:40])[CH2:34][CH2:33]1, predict the reaction product. The product is: [F:42][C:41]([F:43])([C:32]1[CH2:37][CH2:36][CH:35]([CH2:38][CH2:39][CH3:40])[CH2:34][CH:33]=1)[O:24][C:11]1[CH:10]=[CH:9][C:8]2[C:7]3[C:16](=[C:17]([F:18])[C:4]([O:3][CH2:1][CH3:2])=[CH:5][CH:6]=3)[C:15]([F:19])([F:20])[C:14]([F:21])([F:22])[C:13]=2[C:12]=1[F:23]. (2) Given the reactants C([Li])(C)(C)C.CCCCC.[CH2:11]([Si:13]([CH2:22][CH3:23])([CH2:20][CH3:21])[C:14]#[C:15][CH2:16][CH2:17][CH2:18]I)[CH3:12].[CH3:24][N:25]([CH3:37])[C:26]1([C:32]2[S:33][CH:34]=[CH:35][CH:36]=2)[CH2:31][CH2:30][CH2:29][CH2:28][CH2:27]1.[Cl-].[NH4+].C([O:42]CC)C, predict the reaction product. The product is: [CH3:24][N:25]([CH3:37])[C:26]1([C:32]2[S:33][CH:34]=[CH:35][CH:36]=2)[CH2:27][CH2:28][C:29]([CH2:18][CH2:17][CH2:16][C:15]#[C:14][Si:13]([CH2:22][CH3:23])([CH2:20][CH3:21])[CH2:11][CH3:12])([OH:42])[CH2:30][CH2:31]1. (3) Given the reactants CCCCCC.[Li]CCCC.[CH3:12][O:13][C:14]1[CH:25]=[CH:24][C:17]([CH2:18][O:19][CH2:20][CH2:21][C:22]#[CH:23])=[CH:16][CH:15]=1.CN([CH:29]=[O:30])C, predict the reaction product. The product is: [CH3:12][O:13][C:14]1[CH:25]=[CH:24][C:17]([CH2:18][O:19][CH2:20][CH2:21][C:22]#[C:23][CH:29]=[O:30])=[CH:16][CH:15]=1.